This data is from Peptide-MHC class II binding affinity with 134,281 pairs from IEDB. The task is: Regression. Given a peptide amino acid sequence and an MHC pseudo amino acid sequence, predict their binding affinity value. This is MHC class II binding data. (1) The peptide sequence is TRRFLPQILAECARR. The MHC is DRB1_0404 with pseudo-sequence DRB1_0404. The binding affinity (normalized) is 0.628. (2) The peptide sequence is AFLLLGLAGNSSPSA. The MHC is HLA-DQA10501-DQB10201 with pseudo-sequence HLA-DQA10501-DQB10201. The binding affinity (normalized) is 0.237. (3) The peptide sequence is RGYFKMRTGKSSIMRS. The MHC is HLA-DPA10301-DPB10402 with pseudo-sequence HLA-DPA10301-DPB10402. The binding affinity (normalized) is 0.322. (4) The peptide sequence is AAEVLVVLSELPDFL. The MHC is DRB3_0101 with pseudo-sequence DRB3_0101. The binding affinity (normalized) is 0.524. (5) The peptide sequence is NYNCKILPNTLVLDF. The MHC is HLA-DQA10501-DQB10301 with pseudo-sequence HLA-DQA10501-DQB10301. The binding affinity (normalized) is 0.135. (6) The peptide sequence is RLFKAFILDGDNLFP. The MHC is DRB1_0101 with pseudo-sequence DRB1_0101. The binding affinity (normalized) is 0.520. (7) The peptide sequence is CTGMLKRRLGLMSLS. The MHC is DRB1_1101 with pseudo-sequence DRB1_1101. The binding affinity (normalized) is 0.993. (8) The peptide sequence is APEVKYTVFETALKKAITAM. The MHC is HLA-DQA10101-DQB10501 with pseudo-sequence HLA-DQA10101-DQB10501. The binding affinity (normalized) is 0.0640.